This data is from Forward reaction prediction with 1.9M reactions from USPTO patents (1976-2016). The task is: Predict the product of the given reaction. (1) Given the reactants [Cl:1][C:2]1[CH:3]=[CH:4][C:5]([S:8][C:9]2[O:13][C:12]([C:14]3[CH:19]=[CH:18][C:17]([F:20])=[CH:16][CH:15]=3)=[N:11][C:10]=2[C:21]([OH:23])=O)=[N:6][CH:7]=1.[CH3:24][S:25]([C:28]1[CH:34]=[CH:33][C:31]([NH2:32])=[CH:30][CH:29]=1)(=[O:27])=[O:26].CCN(C(C)C)C(C)C.F[P-](F)(F)(F)(F)F.N1(O[P+](N(C)C)(N(C)C)N(C)C)C2C=CC=CC=2N=N1, predict the reaction product. The product is: [Cl:1][C:2]1[CH:3]=[CH:4][C:5]([S:8][C:9]2[O:13][C:12]([C:14]3[CH:15]=[CH:16][C:17]([F:20])=[CH:18][CH:19]=3)=[N:11][C:10]=2[C:21]([NH:32][C:31]2[CH:30]=[CH:29][C:28]([S:25]([CH3:24])(=[O:27])=[O:26])=[CH:34][CH:33]=2)=[O:23])=[N:6][CH:7]=1. (2) Given the reactants [Cl:1][C:2]1[CH:10]=[C:9]2[C:5]([C:6]([S:12][C:13]3[CH:14]=[C:15]([CH2:19][C:20]([OH:22])=[O:21])[CH:16]=[CH:17][CH:18]=3)=[C:7]([CH3:11])[NH:8]2)=[CH:4][CH:3]=1.[CH2:23](Br)[C:24]1[CH:29]=[CH:28][CH:27]=[CH:26][CH:25]=1, predict the reaction product. The product is: [CH2:23]([N:8]1[C:9]2[C:5](=[CH:4][CH:3]=[C:2]([Cl:1])[CH:10]=2)[C:6]([S:12][C:13]2[CH:14]=[C:15]([CH2:19][C:20]([OH:22])=[O:21])[CH:16]=[CH:17][CH:18]=2)=[C:7]1[CH3:11])[C:24]1[CH:29]=[CH:28][CH:27]=[CH:26][CH:25]=1.